Dataset: TCR-epitope binding with 47,182 pairs between 192 epitopes and 23,139 TCRs. Task: Binary Classification. Given a T-cell receptor sequence (or CDR3 region) and an epitope sequence, predict whether binding occurs between them. The epitope is FVDGVPFVV. The TCR CDR3 sequence is CASSLYRSGNTIYF. Result: 1 (the TCR binds to the epitope).